This data is from Forward reaction prediction with 1.9M reactions from USPTO patents (1976-2016). The task is: Predict the product of the given reaction. (1) Given the reactants C[N:2]1[C:7]([CH3:9])([CH3:8])[CH2:6][CH:5]([O:10][C:11]2[CH:20]=[C:19]3[C:14]([CH:15]=[CH:16][C:17](=[O:21])[O:18]3)=[CH:13][CH:12]=2)[CH2:4][C:3]1([CH3:23])[CH3:22].CCOC(/N=N/C(OCC)=O)=O.[ClH:36], predict the reaction product. The product is: [ClH:36].[CH3:8][C:7]1([CH3:9])[CH2:6][CH:5]([O:10][C:11]2[CH:20]=[C:19]3[C:14]([CH:15]=[CH:16][C:17](=[O:21])[O:18]3)=[CH:13][CH:12]=2)[CH2:4][C:3]([CH3:23])([CH3:22])[NH:2]1. (2) Given the reactants [N:1]1[C:10]2[C:5](=[CH:6][CH:7]=[CH:8][CH:9]=2)[C:4]([O:11][CH2:12][CH2:13][CH2:14][OH:15])=[CH:3][CH:2]=1.C(N(CC)CC)C.[CH3:23][S:24](Cl)(=[O:26])=[O:25], predict the reaction product. The product is: [S:24]([O:15][CH2:14][CH2:13][CH2:12][O:11][C:4]1[C:5]2[C:10](=[CH:9][CH:8]=[CH:7][CH:6]=2)[N:1]=[CH:2][CH:3]=1)(=[O:26])(=[O:25])[CH3:23].